Dataset: Experimentally validated miRNA-target interactions with 360,000+ pairs, plus equal number of negative samples. Task: Binary Classification. Given a miRNA mature sequence and a target amino acid sequence, predict their likelihood of interaction. (1) Result: 0 (no interaction). The protein sequence of the target gene is MKAMAAEEEVDSADAGGGSGWLTGWLPTWCPTSTSHLKEAEEKMLKCVPCTYKKEPVRISNGNRIWTLMFSHNISSKTPLVLLHGFGGGLGLWALNFEDLSTDRPVYAFDLLGFGRSSRPRFDSDAEEVENQFVESIEEWRCALRLDKMILLGHNLGGFLAAAYSLKYPSRVSHLILVEPWGFPERPDLADQERPIPVWIRALGAALTPFNPLAGLRIAGPFGLSLVQRLRPDFKRKYSSMFEDDTVTEYIYHCNVQTPSGETAFKNMTIPYGWAKRPMLQRIGGLHPDIPVSVIFGARS.... The miRNA is mmu-miR-7028-3p with sequence CCUUCUCUUCCCCCUCGGCCAG. (2) The miRNA is mmu-miR-6516-3p with sequence UCAUGUAUGAUACUGCAAACAG. The protein sequence of the target gene is MDAALKRSRSEEPAEILPPARDEEEEEEEGMEQGLEEEEEVDPRIQGELEKLNQSTDDINRRETELEDARQKFRSVLVEATVKLDELVKKIGKAVEDSKPYWEARRVARQAQLEAQKATQDFQRATEVLRAAKETISLAEQRLLEDDKRQFDSAWQEMLNHATQRVMEAEQTKTRSELVHKETAARYNAAMGRMRQLEKKLKRAINKSKPYFELKAKYYVQLEQLKKTVDDLQAKLTLAKGEYKMALKNLEMISDEIHERRRSSAMGPRGCGVGAEGSSTSVEDLPGSKPEPDAISVASE.... Result: 0 (no interaction). (3) The miRNA is hsa-miR-4464 with sequence AAGGUUUGGAUAGAUGCAAUA. The protein sequence of the target gene is MFLRRLGGWLPRPWGRRKPMRPDPPYPEPRRVDSSSENSGSDWDSAPETMEDVGHPKTKDSGALRVSGAASEPSKEEPQVEQLGSKRMDSLKWDQPISSTQESGRLEAGGASPKLRWDHVDSGGTRRPGVSPEGGLSVPGPGAPLEKPGRREKLLGWLRGEPGAPSRYLGGPEECLQISTNLTLHLLELLASALLALCSRPLRAALDTLGLRGPLGLWLHGLLSFLAALHGLHAVLSLLTAHPLHFACLFGLLQALVLAVSLREPNGDEAATDWESEGLEREGEEQRGDPGKGL. Result: 0 (no interaction). (4) Result: 1 (interaction). The protein sequence of the target gene is MVVQTRFPSWIILCYIWLLGFAHTGEAQAAKEVLLLDSKAQQTELEWISSPPSGWEEISGLDENYTPIRTYQVCQVMEPNQNNWLRTNWISKGNAQRIFVELKFTLRDCNSLPGVLGTCKETFNLYYYETDYDTGRNIRENLYVKIDTIAADESFTQGDLGERKMKLNTEVREIGPLSKKGFYLAFQDVGACIALVSVKVYYKKCWSIVENLAVFPDTVTGSEFSSLVEVRGTCVSSAEEEAENSPRMHCSAEGEWLVPIGKCICKAGYQQKGDTCEPCGRRFYKSSSQDLQCSRCPTHS.... The miRNA is mmu-miR-466d-5p with sequence UGUGUGUGCGUACAUGUACAUG. (5) The protein sequence of the target gene is MHCHAELRLSSPGQLKAARRRYKTFMIDEILSKETCDYFEKLSLYSVCPSLVVRPKPLHSCTGSPSLRAYPLLSVITRQPTVISHLVPATPGIAQALSCHQVTEAVSAEAPGGEALASSESETEQPTPRQKKPRRSRTIFTELQLMGLEKKFQKQKYLSTPDRLDLAQSLGLTQLQVKTWYQNRRMKWKKMVLKGGQEAPTKPKGRPKKNSIPTSEEIEAEEKMNSQAQGQEQLEPSQGQEELCEAQEPKARDVPLEMAEPPDPPQELPIPSSEPPPLS. Result: 1 (interaction). The miRNA is hsa-miR-4675 with sequence GGGGCUGUGAUUGACCAGCAGG. (6) The miRNA is hsa-miR-4791 with sequence UGGAUAUGAUGACUGAAA. The protein sequence of the target gene is MQEQEISFIFKYNEGLCMNIDSDSILMSILDMSLHQQMGSDRDLQSSTSSVSLPSVKKAPKQRRISIGSLFRRKKDSKRKSRELNGGVDGIASIESIHSEMCADKNSIFSTNTSSDNGLTSISKQIGDFIECPLCLLRHSKDRFPDIMTCHHRSCVDCLRQYLRIEISESRVNISCPECTERFNPHDIRLILSDDVLMEKYEEFMLRRWLVADPDCRWCPAPDCGYAVIAFGCASCPKLTCGREGCGTEFCYHCKQIWHPNQTCDAARQERAQSLRLRTIRSSSISYSQESGAAADDIKP.... Result: 0 (no interaction). (7) The miRNA is hsa-miR-4757-3p with sequence CAUGACGUCACAGAGGCUUCGC. The protein sequence of the target gene is MEVLRRSSVFAAEIMDAFDRSPTDKELVAQAKALGREYVHARLLRAGLSWSAPERAAPVPGRLAEVCAVLLRLGDELEMIRPSVYRNVARQLHISLQSEPVVTDAFLAVAGHIFSAGITWGKVVSLYAVAAGLAVDCVRQAQPAMVHALVDCLGEFVRKTLATWLRRRGGWTDVLKCVVSTDPGLRSHWLVAALCSFGRFLKAAFFVLLPER. Result: 0 (no interaction).